From a dataset of Full USPTO retrosynthesis dataset with 1.9M reactions from patents (1976-2016). Predict the reactants needed to synthesize the given product. Given the product [NH2:29][C:30]1[N:35]=[C:34]([NH:1][C@H:2]([C:4]2[N:5]([C:23]3[CH:24]=[CH:25][CH:26]=[CH:27][CH:28]=3)[C:6](=[O:22])[C:7]3[C:12]([CH:13]=2)=[CH:11][CH:10]=[CH:9][C:8]=3[C:14]2[CH:19]=[CH:18][N:17]=[C:16]([O:20][CH3:21])[CH:15]=2)[CH3:3])[C:33]([C:37]#[N:38])=[CH:32][N:31]=1, predict the reactants needed to synthesize it. The reactants are: [NH2:1][C@H:2]([C:4]1[N:5]([C:23]2[CH:28]=[CH:27][CH:26]=[CH:25][CH:24]=2)[C:6](=[O:22])[C:7]2[C:12]([CH:13]=1)=[CH:11][CH:10]=[CH:9][C:8]=2[C:14]1[CH:19]=[CH:18][N:17]=[C:16]([O:20][CH3:21])[CH:15]=1)[CH3:3].[NH2:29][C:30]1[N:35]=[C:34](Cl)[C:33]([C:37]#[N:38])=[CH:32][N:31]=1.